From a dataset of Forward reaction prediction with 1.9M reactions from USPTO patents (1976-2016). Predict the product of the given reaction. (1) Given the reactants [C:1]1([N:7]2[CH2:12][CH2:11][N:10]([CH2:13][CH2:14][NH2:15])[CH2:9][CH2:8]2)[CH:6]=[CH:5][CH:4]=[CH:3][CH:2]=1.[Cl:16][C:17]1[CH:22]=[CH:21][C:20]([C:23]2[N:27]([C:28]([CH3:31])([CH3:30])[CH3:29])[N:26]=[C:25]([CH:32]=O)[CH:24]=2)=[CH:19][CH:18]=1, predict the reaction product. The product is: [C:28]([N:27]1[C:23]([C:20]2[CH:19]=[CH:18][C:17]([Cl:16])=[CH:22][CH:21]=2)=[CH:24][C:25]([CH2:32][NH:15][CH2:14][CH2:13][N:10]2[CH2:9][CH2:8][N:7]([C:1]3[CH:2]=[CH:3][CH:4]=[CH:5][CH:6]=3)[CH2:12][CH2:11]2)=[N:26]1)([CH3:31])([CH3:30])[CH3:29]. (2) Given the reactants C([O:8][C:9]1[CH:10]=[CH:11][C:12]2[N:13]([N:18]=[CH:19][C:20]=2[C:21]([O:23][CH3:24])=[O:22])[C:14]=1[CH:15]1[CH2:17][CH2:16]1)C1C=CC=CC=1, predict the reaction product. The product is: [CH:15]1([C:14]2[N:13]3[N:18]=[CH:19][C:20]([C:21]([O:23][CH3:24])=[O:22])=[C:12]3[CH:11]=[CH:10][C:9]=2[OH:8])[CH2:16][CH2:17]1. (3) Given the reactants [CH3:1][N:2]1[CH2:9][C:8]2[S:7][CH:6]=[N:5][C:4]=2[CH2:3]1.C([Li:14])(C)(C)C.[C:15](=[O:17])=[O:16], predict the reaction product. The product is: [CH3:1][N:2]1[CH2:9][C:8]2[S:7][C:6]([C:15]([O-:17])=[O:16])=[N:5][C:4]=2[CH2:3]1.[Li+:14].